Dataset: Full USPTO retrosynthesis dataset with 1.9M reactions from patents (1976-2016). Task: Predict the reactants needed to synthesize the given product. Given the product [CH2:10]([N:9]1[C:8]2[C:12](=[N:13][C:14]([C:16]3[CH:21]=[CH:20][CH:19]=[C:18]([OH:22])[CH:17]=3)=[N:15][C:7]=2[C:4]2[CH2:3][CH2:2][O:1][CH2:6][CH:5]=2)[N:11]([CH2:30][C:31]2[CH:36]=[CH:35][CH:34]=[CH:33][CH:32]=2)[C:24]1=[O:27])[C:16]1[CH:21]=[CH:20][CH:19]=[CH:18][CH:17]=1, predict the reactants needed to synthesize it. The reactants are: [O:1]1[CH2:6][CH:5]=[C:4]([C:7]2[N:15]=[C:14]([C:16]3[CH:21]=[CH:20][CH:19]=[C:18]([OH:22])[CH:17]=3)[N:13]=[C:12]3[C:8]=2[NH:9][C:10](=O)[NH:11]3)[CH2:3][CH2:2]1.[C:24]([O-:27])([O-])=O.[K+].[K+].[CH2:30](Br)[C:31]1[CH:36]=[CH:35][CH:34]=[CH:33][CH:32]=1.